This data is from Full USPTO retrosynthesis dataset with 1.9M reactions from patents (1976-2016). The task is: Predict the reactants needed to synthesize the given product. (1) Given the product [O:22]1[C:31]2[C:26](=[N:27][CH:28]=[C:29]([CH2:32][NH:1][CH:2]3[CH2:3][CH2:4][N:5]([CH2:8][CH2:9][N:10]4[C:19]5[C:14](=[N:15][CH:16]=[C:17]([F:20])[CH:18]=5)[CH:13]=[CH:12][C:11]4=[O:21])[CH2:6][CH2:7]3)[CH:30]=2)[O:25][CH2:24][CH2:23]1, predict the reactants needed to synthesize it. The reactants are: [NH2:1][CH:2]1[CH2:7][CH2:6][N:5]([CH2:8][CH2:9][N:10]2[C:19]3[C:14](=[N:15][CH:16]=[C:17]([F:20])[CH:18]=3)[CH:13]=[CH:12][C:11]2=[O:21])[CH2:4][CH2:3]1.[O:22]1[C:31]2[C:26](=[N:27][CH:28]=[C:29]([CH:32]=O)[CH:30]=2)[O:25][CH2:24][CH2:23]1.C(O[BH-](OC(=O)C)OC(=O)C)(=O)C.[Na+].C(=O)([O-])O.[Na+]. (2) Given the product [CH3:19][O:20][CH:21]=[CH:1][C:3]1[CH:8]=[CH:7][CH:6]=[C:5]([N+:9]([O-:11])=[O:10])[C:4]=1[O:12][CH2:13][C:14]([O:16][CH3:17])=[O:15], predict the reactants needed to synthesize it. The reactants are: [CH:1]([C:3]1[CH:8]=[CH:7][CH:6]=[C:5]([N+:9]([O-:11])=[O:10])[C:4]=1[O:12][CH2:13][C:14]([O:16][CH3:17])=[O:15])=O.[Cl-].[CH3:19][O:20][CH2:21][P+](C1C=CC=CC=1)(C1C=CC=CC=1)C1C=CC=CC=1.C(=O)([O-])[O-].[K+].[K+].C1OCCOCCOCCOCCOCCOC1. (3) Given the product [CH3:1][N:2]([C@@H:3]([C:5]1[O:6][C:7]2[CH:14]=[CH:13][CH:12]=[CH:11][C:8]=2[C:9]=1[CH3:10])[CH3:4])[C:22](=[O:25])[CH:23]=[CH2:24], predict the reactants needed to synthesize it. The reactants are: [CH3:1][NH:2][C@@H:3]([C:5]1[O:6][C:7]2[CH:14]=[CH:13][CH:12]=[CH:11][C:8]=2[C:9]=1[CH3:10])[CH3:4].CCN(CC)CC.[C:22](Cl)(=[O:25])[CH:23]=[CH2:24]. (4) Given the product [CH2:28]([N:12]([CH2:6][CH3:7])[C:11]1[CH:13]=[CH:14][C:15]([N+:17]([O-:19])=[O:18])=[CH:16][C:10]=1[CH3:9])[CH3:29], predict the reactants needed to synthesize it. The reactants are: S(=O)(=O)(O)O.[CH:6](=O)[CH3:7].[CH3:9][C:10]1[CH:16]=[C:15]([N+:17]([O-:19])=[O:18])[CH:14]=[CH:13][C:11]=1[NH2:12].[BH4-].[Na+].C(=O)([O-])[O-].[Na+].[Na+].[CH2:28]1COC[CH2:29]1. (5) Given the product [NH2:24][C:5]1[CH:6]=[CH:7][C:8]([O:10][CH:11]2[CH2:16][CH2:15][N:14]([C:17]([O:19][C:20]([CH3:23])([CH3:22])[CH3:21])=[O:18])[CH2:13][CH2:12]2)=[N:9][C:4]=1[NH2:3], predict the reactants needed to synthesize it. The reactants are: [NH4+].[Cl-].[NH2:3][C:4]1[N:9]=[C:8]([O:10][CH:11]2[CH2:16][CH2:15][N:14]([C:17]([O:19][C:20]([CH3:23])([CH3:22])[CH3:21])=[O:18])[CH2:13][CH2:12]2)[CH:7]=[CH:6][C:5]=1[N+:24]([O-])=O.O. (6) Given the product [ClH:38].[CH3:1][C:2]1[C:7]([O:8][C:9]2[C:10]([NH:22][C:23]3[S:27][N:26]=[C:25]([C@H:28]([OH:29])[CH2:32][OH:31])[N:24]=3)=[N:11][CH:12]=[C:13]([S:15][C:16]3[CH:21]=[CH:20][CH:19]=[CH:18][N:17]=3)[CH:14]=2)=[CH:6][CH:5]=[CH:4][N:3]=1, predict the reactants needed to synthesize it. The reactants are: [CH3:1][C:2]1[C:7]([O:8][C:9]2[C:10]([NH:22][C:23]3[S:27][N:26]=[C:25]([C@H:28]4[CH2:32][O:31]C5(CCCCC5)[O:29]4)[N:24]=3)=[N:11][CH:12]=[C:13]([S:15][C:16]3[CH:21]=[CH:20][CH:19]=[CH:18][N:17]=3)[CH:14]=2)=[CH:6][CH:5]=[CH:4][N:3]=1.[ClH:38]. (7) Given the product [Cl:1][C:2]1[CH:11]=[C:10]2[C:5]([C:6]([N:12]3[CH2:17][CH2:16][N:15]([C:18]([NH:20][CH:21]4[CH2:27][CH2:26][CH2:25][CH2:24][C:23]([OH:28])([CH3:29])[CH2:22]4)=[O:19])[CH2:14][CH2:13]3)=[CH:7][CH:8]=[N:9]2)=[CH:4][CH:3]=1, predict the reactants needed to synthesize it. The reactants are: [Cl:1][C:2]1[CH:11]=[C:10]2[C:5]([C:6]([N:12]3[CH2:17][CH2:16][N:15]([C:18]([NH:20][CH:21]4[CH2:27][CH2:26][CH2:25][CH2:24][C:23](=[O:28])[CH2:22]4)=[O:19])[CH2:14][CH2:13]3)=[CH:7][CH:8]=[N:9]2)=[CH:4][CH:3]=1.[CH3:29][Mg+].[Br-].